From a dataset of HIV replication inhibition screening data with 41,000+ compounds from the AIDS Antiviral Screen. Binary Classification. Given a drug SMILES string, predict its activity (active/inactive) in a high-throughput screening assay against a specified biological target. The molecule is CC(C)COC(=O)c1ccc(N=Cc2ccc(C=Nc3ccc(C(=O)OCC(C)C)cc3)cc2)cc1. The result is 0 (inactive).